From a dataset of Forward reaction prediction with 1.9M reactions from USPTO patents (1976-2016). Predict the product of the given reaction. Given the reactants [OH:1][C:2]1[C:11]2[C:6](=[CH:7][C:8]([O:12][C:13]3[CH:18]=[CH:17][CH:16]=[CH:15][CH:14]=3)=[CH:9][CH:10]=2)[C:5]([CH3:19])=[N:4][C:3]=1[C:20](OC)=[O:21].[NH2:24][CH2:25][C:26]([OH:28])=[O:27].C[O-].[Na+].NCC([O-])=O.[Na+], predict the reaction product. The product is: [OH:1][C:2]1[C:11]2[C:6](=[CH:7][C:8]([O:12][C:13]3[CH:18]=[CH:17][CH:16]=[CH:15][CH:14]=3)=[CH:9][CH:10]=2)[C:5]([CH3:19])=[N:4][C:3]=1[C:20]([NH:24][CH2:25][C:26]([OH:28])=[O:27])=[O:21].